Dataset: Full USPTO retrosynthesis dataset with 1.9M reactions from patents (1976-2016). Task: Predict the reactants needed to synthesize the given product. (1) Given the product [CH2:1]([O:3][C:4]([C:6]1([NH:22][C:44]([O:47][C:50]([CH3:56])([CH3:55])[CH3:51])=[O:45])[CH2:7][N:8]([C:10]([O:12][C:13]([CH3:14])([CH3:15])[CH3:16])=[O:11])[CH2:9]1)=[O:5])[CH3:2], predict the reactants needed to synthesize it. The reactants are: [CH2:1]([O:3][C:4]([C:6]1(C(O)=O)[CH2:9][N:8]([C:10]([O:12][C:13]([CH3:16])([CH3:15])[CH3:14])=[O:11])[CH2:7]1)=[O:5])[CH3:2].C([N:22](CC)CC)C.C1(P(N=[N+]=[N-])(C2C=CC=CC=2)=O)C=CC=CC=1.[C:44]([O-:47])([O-])=[O:45].[Na+].[Na+].[C:50]1([CH3:56])[CH:55]=CC=C[CH:51]=1. (2) Given the product [Cl:12][C:13]1[CH:20]=[C:19]([N:5]2[CH2:6][CH2:7][C@:3]([CH2:1][CH3:2])([OH:11])[C@@H:4]2[CH:8]([CH3:10])[CH3:9])[CH:18]=[CH:17][C:14]=1[C:15]#[N:16], predict the reactants needed to synthesize it. The reactants are: [CH2:1]([C@:3]1([OH:11])[CH2:7][CH2:6][NH:5][C@H:4]1[CH:8]([CH3:10])[CH3:9])[CH3:2].[Cl:12][C:13]1[CH:20]=[C:19](F)[CH:18]=[CH:17][C:14]=1[C:15]#[N:16].C(=O)([O-])[O-].[Li+].[Li+].